From a dataset of Peptide-MHC class I binding affinity with 185,985 pairs from IEDB/IMGT. Regression. Given a peptide amino acid sequence and an MHC pseudo amino acid sequence, predict their binding affinity value. This is MHC class I binding data. (1) The peptide sequence is LLLSTTEWQV. The MHC is HLA-A68:02 with pseudo-sequence HLA-A68:02. The binding affinity (normalized) is 0.148. (2) The peptide sequence is TLSLSKQDI. The MHC is HLA-A02:01 with pseudo-sequence HLA-A02:01. The binding affinity (normalized) is 0.135. (3) The peptide sequence is VSSKKCTAL. The MHC is HLA-B08:01 with pseudo-sequence HLA-B08:01. The binding affinity (normalized) is 0.0960. (4) The peptide sequence is IQRDQVTDY. The MHC is HLA-A31:01 with pseudo-sequence HLA-A31:01. The binding affinity (normalized) is 0.0847. (5) The peptide sequence is GIALAVPCV. The MHC is HLA-B18:01 with pseudo-sequence HLA-B18:01. The binding affinity (normalized) is 0.0847. (6) The peptide sequence is RSQGPFDAV. The MHC is HLA-A02:01 with pseudo-sequence HLA-A02:01. The binding affinity (normalized) is 0. (7) The MHC is HLA-B45:06 with pseudo-sequence HLA-B45:06. The binding affinity (normalized) is 0.213. The peptide sequence is WEMRAGREI. (8) The peptide sequence is EIFPNIKIY. The binding affinity (normalized) is 0.0847. The MHC is HLA-A02:01 with pseudo-sequence HLA-A02:01.